Dataset: Full USPTO retrosynthesis dataset with 1.9M reactions from patents (1976-2016). Task: Predict the reactants needed to synthesize the given product. (1) Given the product [Br:5][C:6]1[CH:11]=[CH:10][C:9]([CH:12]([CH3:14])[CH3:13])=[CH:8][C:7]=1[N+:1]([O-:4])=[O:2], predict the reactants needed to synthesize it. The reactants are: [N+:1]([O-:4])(O)=[O:2].[Br:5][C:6]1[CH:11]=[CH:10][C:9]([CH:12]([CH3:14])[CH3:13])=[CH:8][CH:7]=1. (2) The reactants are: [C:1]1([OH:7])[CH:6]=[CH:5][CH:4]=[CH:3][CH:2]=1.C(=O)([O-])[O-].[K+].[K+].Br[CH2:15][CH:16]=[CH2:17]. Given the product [CH2:17]([O:7][C:1]1[CH:6]=[CH:5][CH:4]=[CH:3][CH:2]=1)[CH:16]=[CH2:15], predict the reactants needed to synthesize it. (3) Given the product [C:41]([O:45][C:46](=[O:47])[NH:22][CH:20]([CH3:21])[CH2:19][C:15]1[CH:16]=[CH:17][CH:18]=[C:13]([Br:12])[CH:14]=1)([CH3:44])([CH3:43])[CH3:42], predict the reactants needed to synthesize it. The reactants are: [H-].[Al+3].[Li+].[H-].[H-].[H-].S(=O)(=O)(O)O.[Br:12][C:13]1[CH:18]=[CH:17][CH:16]=[C:15]([CH:19]=[C:20]([N+:22]([O-])=O)[CH3:21])[CH:14]=1.O.O.O.O.C(C(C(C([O-])=O)O)O)([O-])=O.[Na+].[K+].[C:41]([O:45][C:46](O[C:46]([O:45][C:41]([CH3:44])([CH3:43])[CH3:42])=[O:47])=[O:47])([CH3:44])([CH3:43])[CH3:42]. (4) Given the product [N+:1]([C:4]1[CH:5]=[C:6]([S:10]([N:15]2[CH:16]([C:27]([NH2:29])=[O:28])[CH2:17][C:18]3[C:26]4[C:21](=[CH:22][CH:23]=[CH:24][CH:25]=4)[NH:20][C:19]=3[CH2:14]2)(=[O:12])=[O:11])[CH:7]=[CH:8][CH:9]=1)([O-:3])=[O:2], predict the reactants needed to synthesize it. The reactants are: [N+:1]([C:4]1[CH:5]=[C:6]([S:10](Cl)(=[O:12])=[O:11])[CH:7]=[CH:8][CH:9]=1)([O-:3])=[O:2].[CH2:14]1[C:19]2[NH:20][C:21]3[C:26]([C:18]=2[CH2:17][CH:16]([C:27]([NH2:29])=[O:28])[NH:15]1)=[CH:25][CH:24]=[CH:23][CH:22]=3.C(N(CC)CC)C.O. (5) Given the product [F:30][CH:8]1[C:7](=[O:10])[N:6]2[C:2]([CH3:11])([CH3:1])[O:3][CH2:4][C@H:5]2[CH2:9]1, predict the reactants needed to synthesize it. The reactants are: [CH3:1][C:2]1([CH3:11])[N:6]2[C:7](=[O:10])[CH2:8][CH2:9][C@@H:5]2[CH2:4][O:3]1.C([N-]C(C)C)(C)C.[Li+].C1C=CC(S(N(S(C2C=CC=CC=2)(=O)=O)[F:30])(=O)=O)=CC=1.[Cl-].[NH4+].